This data is from Full USPTO retrosynthesis dataset with 1.9M reactions from patents (1976-2016). The task is: Predict the reactants needed to synthesize the given product. (1) Given the product [NH2:21][C:17]([C@@H:12]1[CH2:13][CH2:14][CH2:15][CH2:16][N:11]1[C:9]([O:8][CH2:1][C:2]1[CH:7]=[CH:6][CH:5]=[CH:4][CH:3]=1)=[O:10])=[O:19], predict the reactants needed to synthesize it. The reactants are: [CH2:1]([O:8][C:9]([N:11]1[CH2:16][CH2:15][CH2:14][CH2:13][C@H:12]1[C:17]([OH:19])=O)=[O:10])[C:2]1[CH:7]=[CH:6][CH:5]=[CH:4][CH:3]=1.C[N:21](C(ON1N=NC2C=CC=CC1=2)=[N+](C)C)C.[B-](F)(F)(F)F.CCN(C(C)C)C(C)C.N.O1CCOCC1. (2) Given the product [O:7]1[C:11]2([CH2:16][CH2:15][CH:14]([CH2:17][OH:18])[CH2:13][CH2:12]2)[O:10][CH2:9][CH2:8]1, predict the reactants needed to synthesize it. The reactants are: [H-].[H-].[H-].[H-].[Li+].[Al+3].[O:7]1[C:11]2([CH2:16][CH2:15][CH:14]([C:17](OCC)=[O:18])[CH2:13][CH2:12]2)[O:10][CH2:9][CH2:8]1. (3) The reactants are: [Cl-].[Cr+3:2].[Cl-].[Cl-].[C:5]([NH:8][C@H:9]([C:12]([OH:14])=[O:13])[CH2:10][SH:11])(=[O:7])[CH3:6]. Given the product [C:5]([NH:8][C@H:9]([C:12]([OH:14])=[O:13])[CH2:10][SH:11])(=[O:7])[CH3:6].[Cr:2], predict the reactants needed to synthesize it. (4) Given the product [CH2:30]([N:32]([CH2:49][CH3:50])[CH2:33]/[CH:34]=[CH:35]\[C:2]1[CH:7]=[C:6]([F:8])[CH:5]=[CH:4][C:3]=1[S:9]([NH:12][C:13]1[C:22]([C:23]([OH:25])=[O:24])=[C:21]2[C:16]([C:17]3[CH:29]=[CH:28][O:27][C:18]=3[C:19](=[O:26])[NH:20]2)=[CH:15][CH:14]=1)(=[O:11])=[O:10])[CH3:31], predict the reactants needed to synthesize it. The reactants are: Br[C:2]1[CH:7]=[C:6]([F:8])[CH:5]=[CH:4][C:3]=1[S:9]([NH:12][C:13]1[C:22]([C:23]([OH:25])=[O:24])=[C:21]2[C:16]([C:17]3[CH:29]=[CH:28][O:27][C:18]=3[C:19](=[O:26])[NH:20]2)=[CH:15][CH:14]=1)(=[O:11])=[O:10].[CH2:30]([N:32]([CH2:49][CH3:50])[CH2:33]/[CH:34]=[CH:35]\[Sn](CCCC)(CCCC)CCCC)[CH3:31].F[B-](F)(F)F.C([PH+](C(C)(C)C)C(C)(C)C)(C)(C)C. (5) Given the product [ClH:20].[ClH:20].[NH2:8][CH2:9][C@H:10]([N:15]1[CH2:16][CH2:17][CH2:18][CH2:19]1)[C:11]([O:13][CH3:14])=[O:12], predict the reactants needed to synthesize it. The reactants are: C(OC([NH:8][CH2:9][C@H:10]([N:15]1[CH2:19][CH2:18][CH2:17][CH2:16]1)[C:11]([O:13][CH3:14])=[O:12])=O)(C)(C)C.[ClH:20].